Dataset: Forward reaction prediction with 1.9M reactions from USPTO patents (1976-2016). Task: Predict the product of the given reaction. (1) Given the reactants [CH2:1]1[C:7]2[CH:8]=[C:9]([NH:12][C:13](=[O:22])[O:14][CH2:15][C:16]3[CH:21]=[CH:20][CH:19]=[CH:18][CH:17]=3)[CH:10]=[CH:11][C:6]=2[CH2:5][CH2:4][CH2:3][NH:2]1.C=O.[BH3-][C:26]#N.[Na+], predict the reaction product. The product is: [CH3:26][N:2]1[CH2:3][CH2:4][CH2:5][C:6]2[CH:11]=[CH:10][C:9]([NH:12][C:13](=[O:22])[O:14][CH2:15][C:16]3[CH:17]=[CH:18][CH:19]=[CH:20][CH:21]=3)=[CH:8][C:7]=2[CH2:1]1. (2) Given the reactants [SH:1][CH2:2][CH2:3][C:4]1[CH:13]=[CH:12][C:7]([C:8]([O:10][CH3:11])=[O:9])=[CH:6][CH:5]=1.[BH4-].I[C:16]1[CH:17]=[C:18]2[C:22](=[CH:23][CH:24]=1)[N:21]([CH2:25][CH2:26][C:27]1C=[CH:31][CH:30]=[CH:29][CH:28]=1)[C:20](=[O:33])[C:19]2([O:36][CH3:37])[O:34][CH3:35], predict the reaction product. The product is: [CH3:35][O:34][C:19]1([O:36][CH3:37])[C:18]2[C:22](=[CH:23][CH:24]=[C:16]([S:1][CH2:2][CH2:3][C:4]3[CH:13]=[CH:12][C:7]([C:8]([O:10][CH3:11])=[O:9])=[CH:6][CH:5]=3)[CH:17]=2)[N:21]([CH2:25][CH2:26][CH2:27][CH2:28][CH2:29][CH2:30][CH3:31])[C:20]1=[O:33]. (3) Given the reactants [Cl:1][C:2]1[CH:3]=[C:4]([CH:10]=[C:11]([Cl:15])[C:12]=1[O:13][CH3:14])[C:5](OCC)=[O:6].O.[NH2:17][NH2:18], predict the reaction product. The product is: [Cl:1][C:2]1[CH:3]=[C:4]([CH:10]=[C:11]([Cl:15])[C:12]=1[O:13][CH3:14])[C:5]([NH:17][NH2:18])=[O:6]. (4) Given the reactants Cl.[N:2]1([C:17](=[O:30])/[CH:18]=[CH:19]/[C:20]2[CH:25]=[CH:24][CH:23]=[CH:22][C:21]=2[C:26]([F:29])([F:28])[F:27])[CH2:7][CH2:6][C:5]2([C:16]3[C:11](=[CH:12][CH:13]=[CH:14][CH:15]=3)[CH2:10][NH:9][CH2:8]2)[CH2:4][CH2:3]1.CCN(C(C)C)C(C)C.[CH3:40][S:41](Cl)(=[O:43])=[O:42].Cl, predict the reaction product. The product is: [CH3:40][S:41]([N:9]1[CH2:8][C:5]2([CH2:6][CH2:7][N:2]([C:17](=[O:30])/[CH:18]=[CH:19]/[C:20]3[CH:25]=[CH:24][CH:23]=[CH:22][C:21]=3[C:26]([F:28])([F:27])[F:29])[CH2:3][CH2:4]2)[C:16]2[C:11](=[CH:12][CH:13]=[CH:14][CH:15]=2)[CH2:10]1)(=[O:43])=[O:42]. (5) The product is: [Cl:1][C:2]1[CH:3]=[C:4]([CH:8]([C:9]([C:11]2[CH:16]=[CH:15][C:14]([Cl:17])=[CH:13][N:12]=2)=[O:10])[CH2:31][CH2:30][C:29]([O:33][CH3:34])=[O:32])[CH:5]=[CH:6][CH:7]=1. Given the reactants [Cl:1][C:2]1[CH:3]=[C:4]([CH2:8][C:9]([C:11]2[CH:16]=[CH:15][C:14]([Cl:17])=[CH:13][N:12]=2)=[O:10])[CH:5]=[CH:6][CH:7]=1.C1CCN2C(=NCCC2)CC1.[C:29]([O:33][CH3:34])(=[O:32])[CH:30]=[CH2:31].Cl.C([O-])(O)=O.[Na+], predict the reaction product. (6) Given the reactants [Br:1][C:2]1[N:3]=[C:4]([NH2:9])[C:5]([NH2:8])=[N:6][CH:7]=1.CO.[C:12](O)(=O)[CH3:13].C(C=O)=O, predict the reaction product. The product is: [Br:1][C:2]1[CH:7]=[N:6][C:5]2[C:4]([N:3]=1)=[N:9][CH:12]=[CH:13][N:8]=2.